From a dataset of Full USPTO retrosynthesis dataset with 1.9M reactions from patents (1976-2016). Predict the reactants needed to synthesize the given product. (1) Given the product [CH2:33]([NH:32][C:30]([C:26]1[S:25][C:24]([NH:23][C:5](=[O:7])[CH2:4][CH2:3][CH2:2][Br:1])=[N:28][C:27]=1[CH3:29])=[O:31])[C:34]1[CH:39]=[CH:38][CH:37]=[CH:36][CH:35]=1, predict the reactants needed to synthesize it. The reactants are: [Br:1][CH2:2][CH2:3][CH2:4][C:5]([OH:7])=O.CN1CCOCC1.ClC(OCC(C)C)=O.[NH2:23][C:24]1[S:25][C:26]([C:30]([NH:32][CH2:33][C:34]2[CH:39]=[CH:38][CH:37]=[CH:36][CH:35]=2)=[O:31])=[C:27]([CH3:29])[N:28]=1. (2) Given the product [CH3:12][C:13]1([CH3:20])[O:17][CH:16]([CH2:18][O:10][C:9]2[C:8]([CH3:11])=[CH:7][C:4]([C:5]#[N:6])=[CH:3][C:2]=2[CH3:1])[CH2:15][O:14]1, predict the reactants needed to synthesize it. The reactants are: [CH3:1][C:2]1[CH:3]=[C:4]([CH:7]=[C:8]([CH3:11])[C:9]=1[OH:10])[C:5]#[N:6].[CH3:12][C:13]1([CH3:20])[O:17][CH:16]([CH2:18]O)[CH2:15][O:14]1.C1(P(C2C=CC=CC=2)C2C=CC=CC=2)C=CC=CC=1.CCOC(/N=N/C(OCC)=O)=O.